From a dataset of Full USPTO retrosynthesis dataset with 1.9M reactions from patents (1976-2016). Predict the reactants needed to synthesize the given product. (1) Given the product [S:8]([O:12][C:3]([CH3:7])([CH2:4][CH2:5][NH2:6])[CH3:2])([OH:11])(=[O:10])=[O:9], predict the reactants needed to synthesize it. The reactants are: Cl.[CH3:2][C:3]([CH3:7])=[CH:4][CH2:5][NH2:6].[S:8](=[O:12])(=[O:11])([OH:10])[OH:9]. (2) Given the product [Cl:1][C:2]1[CH:3]=[C:4]2[C:8](=[CH:9][CH:10]=1)[NH:7][C:6]([C:11]([F:20])=[O:13])=[CH:5]2, predict the reactants needed to synthesize it. The reactants are: [Cl:1][C:2]1[CH:3]=[C:4]2[C:8](=[CH:9][CH:10]=1)[NH:7][C:6]([C:11]([OH:13])=O)=[CH:5]2.N1C=CC=CC=1.[F-:20]. (3) The reactants are: CC1(C)C(C)(C)OB([C:9]2[CH:10]=[C:11]3[C:16](=[CH:17][CH:18]=2)[C:15](=[O:19])[NH:14][CH2:13][CH2:12]3)O1.I[C:22]1[CH:23]=[C:24]2[C:29](=[CH:30][CH:31]=1)[C:28](=[O:32])[N:27]([CH2:33][CH2:34][N:35]1[CH2:39][CH2:38][CH2:37][C@H:36]1[CH3:40])[CH2:26][CH2:25]2.C(=O)([O-])[O-].[Na+].[Na+]. Given the product [CH3:40][C@@H:36]1[CH2:37][CH2:38][CH2:39][N:35]1[CH2:34][CH2:33][N:27]1[CH2:26][CH2:25][C:24]2[C:29](=[CH:30][CH:31]=[C:22]([C:9]3[CH:10]=[C:11]4[C:16](=[CH:17][CH:18]=3)[C:15](=[O:19])[NH:14][CH2:13][CH2:12]4)[CH:23]=2)[C:28]1=[O:32], predict the reactants needed to synthesize it. (4) Given the product [Cl:18][C:11]1[C:10]([CH:14]=[N:19][OH:20])=[C:9]([S:15]([CH3:27])(=[O:17])=[O:16])[CH:8]=[CH:3][C:2]=1[C:21]([OH:22])=[O:24], predict the reactants needed to synthesize it. The reactants are: Cl[C:2]1[C:3](=[CH:8][C:9](=[S:15](=[O:17])=[O:16])[CH:10]([CH3:14])[C:11]=1C=O)C(OC)=O.[ClH:18].[NH2:19][OH:20].[C:21](=[O:24])([O-])[O-:22].[Na+].[Na+].[CH3:27]O. (5) Given the product [CH3:15][Si:19]([CH3:34])([CH3:33])[O:20][C:21](=[CH2:22])[N:42]=[CH2:40], predict the reactants needed to synthesize it. The reactants are: C[Si](C)(C)N[Si](C)(C)C.C([Li])CCC.[C:15]([Si:19]([CH3:34])([CH3:33])[O:20][CH2:21][CH2:22]OC1C=CC(I)=CC=1C=O)(C)(C)C.C[Si](Cl)(C)C.[CH2:40]([N:42](CC)CC)C.C(Cl)(=O)C.